Dataset: Reaction yield outcomes from USPTO patents with 853,638 reactions. Task: Predict the reaction yield, written as a fraction of the theoretical maximum amount of product (1.0 means a 100% yield; for example, 0.34 means a 34% yield). (1) The reactants are C([O:9][CH2:10][C@@H:11]1[C:15]([O:17]C(=O)C)([CH3:16])[C@:14]([F:22])([CH3:21])[CH:13]([N:23]2[CH:31]=[N:30][C:29]3[C:24]2=[N:25][CH:26]=[N:27][C:28]=3[NH:32][CH:33]2[CH2:35][CH2:34]2)[O:12]1)(=O)C1C=CC=CC=1. The catalyst is O. The product is [CH:33]1([NH:32][C:28]2[N:27]=[CH:26][N:25]=[C:24]3[C:29]=2[N:30]=[CH:31][N:23]3[CH:13]2[O:12][C@H:11]([CH2:10][OH:9])[C:15]([CH3:16])([OH:17])[C@:14]2([F:22])[CH3:21])[CH2:34][CH2:35]1. The yield is 0.800. (2) The reactants are [N:1]1[C:10]2[CH:9]([NH:11][CH2:12][CH2:13][CH2:14][CH2:15][N:16]3[C:24](=[O:25])[C:23]4[C:18](=[CH:19][CH:20]=[CH:21][CH:22]=4)[C:17]3=[O:26])[CH2:8][CH2:7][CH2:6][C:5]=2[CH:4]=[CH:3][CH:2]=1.C(O[BH-](O[C:37](=O)[CH3:38])OC(=O)C)(=O)C.[Na+]. The catalyst is C(Cl)Cl. The product is [N:11]1[C:9]2=[C:10]3[C:5](=[CH:6][CH:7]=[CH:8]2)[CH2:4][CH2:3][CH2:2][N:1]3[C:37]=1[CH2:38][N:11]([CH:9]1[C:10]2[N:1]=[CH:2][CH:3]=[CH:4][C:5]=2[CH2:6][CH2:7][CH2:8]1)[CH2:12][CH2:13][CH2:14][CH2:15][N:16]1[C:24](=[O:25])[C:23]2[C:18](=[CH:19][CH:20]=[CH:21][CH:22]=2)[C:17]1=[O:26]. The yield is 0.270.